From a dataset of Full USPTO retrosynthesis dataset with 1.9M reactions from patents (1976-2016). Predict the reactants needed to synthesize the given product. Given the product [CH3:5][C:4]([C@H:6]1[C@@H:10]2[C@@H:11]3[C@@:24]([CH3:27])([CH2:25][CH2:26][C@@:9]2([CH2:33][OH:34])[CH2:8][CH2:7]1)[C@@:23]1([CH3:28])[C@@H:14]([C@:15]2([CH3:32])[C@@H:20]([CH2:21][CH2:22]1)[C:19]([CH3:30])([CH3:29])[C@@H:18]([OH:31])[CH2:17][CH2:16]2)[CH2:13][CH2:12]3)=[CH2:3].[CH3:37][O:36][CH3:40], predict the reactants needed to synthesize it. The reactants are: [OH-].[Na+].[CH3:3][C:4]([C@H:6]1[C@@H:10]2[C@@H:11]3[C@@:24]([CH3:27])([CH2:25][CH2:26][C@@:9]2([CH2:33][OH:34])[CH2:8][CH2:7]1)[C@@:23]1([CH3:28])[C@@H:14]([C@:15]2([CH3:32])[C@@H:20]([CH2:21][CH2:22]1)[C:19]([CH3:30])([CH3:29])[C@@H:18]([OH:31])[CH2:17][CH2:16]2)[CH2:13][CH2:12]3)=[CH2:5].O.[O:36]1[CH2:40]CC[CH2:37]1.